Dataset: Catalyst prediction with 721,799 reactions and 888 catalyst types from USPTO. Task: Predict which catalyst facilitates the given reaction. (1) Reactant: [N:1]1[CH:6]=[CH:5][CH:4]=[C:3]([C:7]2[C:8]3[CH:15]=[CH:14][C:13]([OH:16])=[CH:12][C:9]=3[S:10][CH:11]=2)[CH:2]=1.[CH2:17](Br)[C:18]1[CH:23]=[CH:22][CH:21]=[CH:20][CH:19]=1.C(=O)([O-])[O-].[K+].[K+]. Product: [CH2:17]([O:16][C:13]1[CH:14]=[CH:15][C:8]2[C:7]([C:3]3[CH:2]=[N:1][CH:6]=[CH:5][CH:4]=3)=[CH:11][S:10][C:9]=2[CH:12]=1)[C:18]1[CH:23]=[CH:22][CH:21]=[CH:20][CH:19]=1. The catalyst class is: 42. (2) Reactant: [CH:1]1([C:4]2[C:5]([N+:15]([O-:17])=[O:16])=[CH:6][C:7]([N+:12]([O-:14])=O)=[C:8]([CH:11]=2)[CH:9]=O)[CH2:3][CH2:2]1.[Br:18][C:19]1[CH:25]=[CH:24][C:22]([NH2:23])=[CH:21][CH:20]=1.[C-:26]#[N:27].[Na+].C(OC(=O)C)(=O)C. Product: [Br:18][C:19]1[CH:25]=[CH:24][C:22]([N:23]2[C:9]([C:26]#[N:27])=[C:8]3[C:7]([CH:6]=[C:5]([N+:15]([O-:17])=[O:16])[C:4]([CH:1]4[CH2:2][CH2:3]4)=[CH:11]3)=[N+:12]2[O-:14])=[CH:21][CH:20]=1. The catalyst class is: 15. (3) Reactant: [CH3:1][O:2][CH:3]([O:9][CH3:10])[CH2:4][O:5][CH2:6][CH2:7][OH:8].C(N(CC)CC)C.[Br:18][C:19]([CH3:24])([CH3:23])[C:20](Br)=[O:21]. Product: [CH3:1][O:2][CH:3]([O:9][CH3:10])[CH2:4][O:5][CH2:6][CH2:7][O:8][C:20](=[O:21])[C:19]([Br:18])([CH3:24])[CH3:23]. The catalyst class is: 2. (4) Reactant: [C:1]([C:5]1[CH:9]=[C:8]([NH2:10])[N:7]([C:11]2[CH:16]=[CH:15][CH:14]=[CH:13][CH:12]=2)[N:6]=1)([CH3:4])([CH3:3])[CH3:2].[OH-].[Na+].[C:19](Cl)(=[O:26])[O:20][CH2:21][C:22]([Cl:25])([Cl:24])[Cl:23]. Product: [Cl:23][C:22]([Cl:25])([Cl:24])[CH2:21][O:20][C:19](=[O:26])[NH:10][C:8]1[N:7]([C:11]2[CH:16]=[CH:15][CH:14]=[CH:13][CH:12]=2)[N:6]=[C:5]([C:1]([CH3:4])([CH3:2])[CH3:3])[CH:9]=1. The catalyst class is: 13. (5) Reactant: F[C:2](F)(F)C(O)=O.[N:8]1[C:17]2[C:12](=[CH:13][CH:14]=[CH:15][CH:16]=2)[CH:11]=[C:10]([C:18]2[CH:23]=[C:22]([C:24]3[NH:32][C:31]4[CH2:30][CH2:29][NH:28][C:27](=[O:33])[C:26]=4[CH:25]=3)[CH:21]=[CH:20][N:19]=2)[CH:9]=1.[H-].[Na+].CI. Product: [CH3:2][N:32]1[C:31]2[CH2:30][CH2:29][NH:28][C:27](=[O:33])[C:26]=2[CH:25]=[C:24]1[C:22]1[CH:21]=[CH:20][N:19]=[C:18]([C:10]2[CH:9]=[N:8][C:17]3[C:12]([CH:11]=2)=[CH:13][CH:14]=[CH:15][CH:16]=3)[CH:23]=1. The catalyst class is: 9. (6) Reactant: [F:1][C:2]1[CH:7]=[CH:6][C:5]([OH:8])=[C:4]([CH3:9])[CH:3]=1.Br[C:11]([CH3:18])([CH3:17])[C:12]([O:14][CH2:15][CH3:16])=[O:13].C(=O)([O-])[O-].[K+].[K+].CS(C)=O. Product: [F:1][C:2]1[CH:7]=[CH:6][C:5]([O:8][C:11]([CH3:18])([CH3:17])[C:12]([O:14][CH2:15][CH3:16])=[O:13])=[C:4]([CH3:9])[CH:3]=1. The catalyst class is: 84.